Dataset: Reaction yield outcomes from USPTO patents with 853,638 reactions. Task: Predict the reaction yield, written as a fraction of the theoretical maximum amount of product (1.0 means a 100% yield; for example, 0.34 means a 34% yield). (1) The reactants are Br[C:2]1[CH:3]=[C:4]2[C:9](=[C:10]([CH3:12])[CH:11]=1)[N:8]=[CH:7][CH:6]=[C:5]2Cl.B1(B2OC(C)(C)C(C)(C)O2)OC(C)(C)C(C)(C)O1.C([O-])(=O)C.[K+].[NH2:37][C:38]1[C:43]([S:44]([N:47]([CH3:49])[CH3:48])(=[O:46])=[O:45])=[CH:42][C:41](Br)=[CH:40][N:39]=1.C(=O)([O-])[O-].[K+].[K+].CC1(C)C(C)(C)OB([C:65]2[CH:70]=[CH:69][N:68]=[CH:67][CH:66]=2)O1. The catalyst is O1CCOCC1.C1C=CC([PH+]([C]2[CH][CH][CH][CH]2)C2C=CC=CC=2)=CC=1.C1C=CC([PH+]([C]2[CH][CH][CH][CH]2)C2C=CC=CC=2)=CC=1.C(Cl)Cl.Cl[Pd]Cl.[Fe]. The product is [NH2:37][C:38]1[C:43]([S:44]([N:47]([CH3:49])[CH3:48])(=[O:46])=[O:45])=[CH:42][C:41]([C:2]2[CH:3]=[C:4]3[C:9](=[C:10]([CH3:12])[CH:11]=2)[N:8]=[CH:7][CH:6]=[C:5]3[C:65]2[CH:70]=[CH:69][N:68]=[CH:67][CH:66]=2)=[CH:40][N:39]=1. The yield is 0.280. (2) The reactants are [CH:1]([C:3]1[CH:4]=[C:5]([CH:8]=[CH:9][CH:10]=1)[C:6]#[N:7])=O.Cl.[NH2:12][OH:13].C([O-])(=O)C.[Na+]. The catalyst is CCO. The product is [OH:13][N:12]=[CH:1][C:3]1[CH:4]=[C:5]([CH:8]=[CH:9][CH:10]=1)[C:6]#[N:7]. The yield is 0.990. (3) The reactants are [I:1][C:2]1[CH:3]=[C:4]2[C:9](=[CH:10][CH:11]=1)[O:8][C@@H:7]([CH2:12][NH:13][CH2:14][C@H:15]([OH:24])[CH2:16][O:17][C:18]1[CH:23]=[CH:22][CH:21]=[CH:20][CH:19]=1)[CH2:6][CH2:5]2.[C:25](O[C:25]([O:27][C:28]([CH3:31])([CH3:30])[CH3:29])=[O:26])([O:27][C:28]([CH3:31])([CH3:30])[CH3:29])=[O:26].O. The catalyst is C1COCC1. The product is [OH:24][C@H:15]([CH2:16][O:17][C:18]1[CH:23]=[CH:22][CH:21]=[CH:20][CH:19]=1)[CH2:14][N:13]([CH2:12][C@H:7]1[CH2:6][CH2:5][C:4]2[C:9](=[CH:10][CH:11]=[C:2]([I:1])[CH:3]=2)[O:8]1)[C:25](=[O:26])[O:27][C:28]([CH3:31])([CH3:30])[CH3:29]. The yield is 0.970. (4) The yield is 0.840. The product is [OH:16][CH:15]([CH2:17][N:38]1[CH2:39][CH2:40][N:35]([CH3:34])[CH2:36][CH2:37]1)[CH2:14][O:13][C:12]1[CH:11]=[C:10]2[C:5]([C:6]([O:18][C:19]3[CH:24]=[CH:23][C:22]([CH3:25])=[CH:21][C:20]=3[C:26]([C:28]3[CH:29]=[CH:30][CH:31]=[CH:32][CH:33]=3)=[O:27])=[CH:7][CH:8]=[N:9]2)=[CH:4][C:3]=1[O:2][CH3:1]. The catalyst is CN(C)C=O. The reactants are [CH3:1][O:2][C:3]1[CH:4]=[C:5]2[C:10](=[CH:11][C:12]=1[O:13][CH2:14][CH:15]1[CH2:17][O:16]1)[N:9]=[CH:8][CH:7]=[C:6]2[O:18][C:19]1[CH:24]=[CH:23][C:22]([CH3:25])=[CH:21][C:20]=1[C:26]([C:28]1[CH:33]=[CH:32][CH:31]=[CH:30][CH:29]=1)=[O:27].[CH3:34][N:35]1[CH2:40][CH2:39][NH:38][CH2:37][CH2:36]1.O. (5) The reactants are Br[C:2]1[CH:3]=[C:4]([C:8]2([C:19]3[CH:24]=[CH:23][N:22]=[C:21]([O:25][CH3:26])[CH:20]=3)[C:16]3[C:11](=[C:12]([F:17])[CH:13]=[CH:14][CH:15]=3)[C:10]([NH2:18])=[N:9]2)[CH:5]=[CH:6][CH:7]=1.[C:27]([C:29]1[CH:30]=[N:31][CH:32]=[C:33](B2OC(C)(C)C(C)(C)[O:36]2)[CH:34]=1)#[N:28]. No catalyst specified. The product is [C:21]([OH:25])(=[O:36])[CH3:20].[NH2:18][C:10]1[C:11]2[C:16](=[CH:15][CH:14]=[CH:13][C:12]=2[F:17])[C:8]([C:4]2[CH:3]=[C:2]([C:33]3[CH:32]=[N:31][CH:30]=[C:29]([CH:34]=3)[C:27]#[N:28])[CH:7]=[CH:6][CH:5]=2)([C:19]2[CH:24]=[CH:23][N:22]=[C:21]([O:25][CH3:26])[CH:20]=2)[N:9]=1. The yield is 0.520.